Dataset: Full USPTO retrosynthesis dataset with 1.9M reactions from patents (1976-2016). Task: Predict the reactants needed to synthesize the given product. (1) Given the product [CH3:22][C:16]1([CH3:23])[CH2:15][C:14]2[CH:13]=[C:12]3[N:19]([CH2:20][CH2:21][N:10]([C:6]4[CH:5]=[N:4][CH:3]=[C:2]([C:43]5[CH:44]=[C:39]([NH:38][C:36]6[CH:37]=[C:31]7[CH2:30][N:29]([CH2:28][CH2:27][O:26][CH3:25])[CH2:34][CH2:33][N:32]7[N:35]=6)[C:40](=[O:55])[N:41]([CH3:54])[CH:42]=5)[C:7]=4[CH:8]=[O:9])[C:11]3=[O:24])[C:18]=2[CH2:17]1, predict the reactants needed to synthesize it. The reactants are: Br[C:2]1[CH:3]=[N:4][CH:5]=[C:6]([N:10]2[CH2:21][CH2:20][N:19]3[C:12](=[CH:13][C:14]4[CH2:15][C:16]([CH3:23])([CH3:22])[CH2:17][C:18]=43)[C:11]2=[O:24])[C:7]=1[CH:8]=[O:9].[CH3:25][O:26][CH2:27][CH2:28][N:29]1[CH2:34][CH2:33][N:32]2[N:35]=[C:36]([NH:38][C:39]3[C:40](=[O:55])[N:41]([CH3:54])[CH:42]=[C:43](B4OC(C)(C)C(C)(C)O4)[CH:44]=3)[CH:37]=[C:31]2[CH2:30]1.C([O-])(=O)C.[Na+].[O-]P([O-])([O-])=O.[K+].[K+].[K+]. (2) Given the product [N:6]1([C:11]2[CH:31]=[CH:30][C:14]([CH2:15][C:16]3[C:17]([O:28][CH3:29])=[N:18][C:19]4[C:24]([C:25]=3[Cl:26])=[CH:23][C:22]([C:38]([C:34]3[CH:33]=[N:32][CH:37]=[CH:36][CH:35]=3)([C:40]3[CH:41]=[CH:42][C:43]([C:46]([F:47])([F:48])[F:49])=[CH:44][CH:45]=3)[OH:39])=[CH:21][CH:20]=4)=[CH:13][CH:12]=2)[CH:10]=[CH:9][CH:8]=[N:7]1, predict the reactants needed to synthesize it. The reactants are: [Li]CCCC.[N:6]1([C:11]2[CH:31]=[CH:30][C:14]([CH2:15][C:16]3[C:17]([O:28][CH3:29])=[N:18][C:19]4[C:24]([C:25]=3[Cl:26])=[CH:23][C:22](Br)=[CH:21][CH:20]=4)=[CH:13][CH:12]=2)[CH:10]=[CH:9][CH:8]=[N:7]1.[N:32]1[CH:37]=[CH:36][CH:35]=[C:34]([C:38]([C:40]2[CH:45]=[CH:44][C:43]([C:46]([F:49])([F:48])[F:47])=[CH:42][CH:41]=2)=[O:39])[CH:33]=1. (3) Given the product [F:1][CH:2]([F:11])[C:3]1[CH:10]=[CH:9][CH:8]=[CH:7][C:4]=1[C:5]1[N:21]([CH2:22][CH2:23][C:24]2[CH:25]=[CH:26][CH:27]=[CH:28][CH:29]=2)[C:19](=[O:20])[C:18]2[C:17]([C:30]([F:33])([F:31])[F:32])=[N:16][CH:15]=[CH:14][C:13]=2[N:12]=1, predict the reactants needed to synthesize it. The reactants are: [F:1][CH:2]([F:11])[C:3]1[CH:10]=[CH:9][CH:8]=[CH:7][C:4]=1[CH:5]=O.[NH2:12][C:13]1[C:18]([C:19]([NH:21][CH2:22][CH2:23][C:24]2[CH:29]=[CH:28][CH:27]=[CH:26][CH:25]=2)=[O:20])=[C:17]([C:30]([F:33])([F:32])[F:31])[N:16]=[CH:15][CH:14]=1. (4) Given the product [CH2:1]([CH:3]1[CH2:4][N:5]([CH:17]([C:28]2[N:29]=[N:30][N:31]([CH3:33])[N:32]=2)[C:18]2[CH:23]=[CH:22][CH:21]=[C:20]([C:24]([F:25])([F:26])[F:27])[CH:19]=2)[C:6]2[C:11](=[CH:10][CH:9]=[C:8]([C:13]([F:15])([F:16])[F:14])[CH:7]=2)[N:12]1[C:41]([O:43][CH2:44][CH3:45])=[O:42])[CH3:2], predict the reactants needed to synthesize it. The reactants are: [CH2:1]([CH:3]1[NH:12][C:11]2[C:6](=[CH:7][C:8]([C:13]([F:16])([F:15])[F:14])=[CH:9][CH:10]=2)[N:5]([CH:17]([C:28]2[N:29]=[N:30][N:31]([CH3:33])[N:32]=2)[C:18]2[CH:23]=[CH:22][CH:21]=[C:20]([C:24]([F:27])([F:26])[F:25])[CH:19]=2)[CH2:4]1)[CH3:2].N1C=CC=CC=1.Cl[C:41]([O:43][CH2:44][CH3:45])=[O:42]. (5) Given the product [CH2:1]([O:8][C:9]([NH:11][C@@H:12]1[CH2:17][CH2:16][CH2:15][N:14]([C:18]2[CH:30]=[CH:29][C:28]([C:31]#[N:32])=[C:27]3[C:19]=2[C:20]2[CH:21]=[CH:22][C:23]([C:33]([OH:35])=[O:34])=[CH:24][C:25]=2[NH:26]3)[CH2:13]1)=[O:10])[C:2]1[CH:3]=[CH:4][CH:5]=[CH:6][CH:7]=1, predict the reactants needed to synthesize it. The reactants are: [CH2:1]([O:8][C:9]([NH:11][C@@H:12]1[CH2:17][CH2:16][CH2:15][N:14]([C:18]2[CH:30]=[CH:29][C:28]([C:31]#[N:32])=[C:27]3[C:19]=2[C:20]2[CH:21]=[CH:22][C:23]([C:33]([O:35]CC)=[O:34])=[CH:24][C:25]=2[NH:26]3)[CH2:13]1)=[O:10])[C:2]1[CH:7]=[CH:6][CH:5]=[CH:4][CH:3]=1.[OH-].[K+]. (6) Given the product [F:1][C:2]1[CH:3]=[CH:4][C:5]([C:8]2[N:12]3[CH2:13][C@H:14]([CH3:18])[N:15]=[C:16]([S:17][CH3:20])[C:11]3=[N:10][N:9]=2)=[N:6][CH:7]=1, predict the reactants needed to synthesize it. The reactants are: [F:1][C:2]1[CH:3]=[CH:4][C:5]([C:8]2[N:12]3[CH2:13][C@H:14]([CH3:18])[NH:15][C:16](=[S:17])[C:11]3=[N:10][N:9]=2)=[N:6][CH:7]=1.I[CH3:20]. (7) Given the product [CH2:1]([N:8]1[CH:12]=[C:11]([C:13]2[NH:22][C:21]3=[N:20][CH:19]=[C:18]([CH:23]4[CH2:28][CH2:27][N:26]([C:29]([O:31][C:32]([CH3:34])([CH3:33])[CH3:35])=[O:30])[CH2:25][CH2:24]4)[CH:17]=[C:16]3[N:15]=2)[CH:10]=[N:9]1)[C:2]1[CH:3]=[CH:4][CH:5]=[CH:6][CH:7]=1, predict the reactants needed to synthesize it. The reactants are: [CH2:1]([N:8]1[CH:12]=[C:11]([CH:13]=O)[CH:10]=[N:9]1)[C:2]1[CH:7]=[CH:6][CH:5]=[CH:4][CH:3]=1.[NH2:15][C:16]1[CH:17]=[C:18]([CH:23]2[CH2:28][CH2:27][N:26]([C:29]([O:31][C:32]([CH3:35])([CH3:34])[CH3:33])=[O:30])[CH2:25][CH2:24]2)[CH:19]=[N:20][C:21]=1[NH2:22].CCO.C(OI(C1C=CC=CC=1)OC(=O)C)(=O)C. (8) Given the product [CH3:27][C:20]1[C:19]2[C:14](=[CH:15][C:16]([C:22]([OH:24])=[O:23])=[CH:17][CH:18]=2)[N:13]=[C:12]([NH:11][C:8]2[CH:7]=[CH:6][C:5]([S:1](=[O:3])(=[O:4])[NH2:2])=[CH:10][CH:9]=2)[N:21]=1, predict the reactants needed to synthesize it. The reactants are: [S:1]([C:5]1[CH:10]=[CH:9][C:8]([NH:11][C:12]2[N:21]=[CH:20][C:19]3[C:14](=[CH:15][C:16]([C:22]([O-:24])=[O:23])=[CH:17][CH:18]=3)[N:13]=2)=[CH:7][CH:6]=1)(=[O:4])(=[O:3])[NH2:2].[OH-].[Na+].[CH3:27]O. (9) Given the product [CH3:15][S:14][C:10]1[CH:9]=[C:8]([C:6]2[N:7]=[C:2]([NH:38][C:37]3[CH:36]=[CH:35][C:34]([N:31]4[CH2:32][CH2:33][O:28][CH2:29][CH2:30]4)=[CH:40][CH:39]=3)[C:3]3[NH:18][N:17]=[CH:16][C:4]=3[N:5]=2)[CH:13]=[CH:12][CH:11]=1, predict the reactants needed to synthesize it. The reactants are: Cl[C:2]1[C:3]2[C:4](=[CH:16][N:17](CC3C=CC(OC)=CC=3)[N:18]=2)[N:5]=[C:6]([C:8]2[CH:13]=[CH:12][CH:11]=[C:10]([S:14][CH3:15])[CH:9]=2)[N:7]=1.[O:28]1[CH2:33][CH2:32][N:31]([C:34]2[CH:40]=[CH:39][C:37]([NH2:38])=[CH:36][CH:35]=2)[CH2:30][CH2:29]1.Cl. (10) Given the product [Cl:3][C:4]1[CH:10]=[CH:9][C:8]([NH2:11])=[CH:7][C:5]=1[NH2:6], predict the reactants needed to synthesize it. The reactants are: [Cl-].[NH4+].[Cl:3][C:4]1[CH:10]=[CH:9][C:8]([N+:11]([O-])=O)=[CH:7][C:5]=1[NH2:6].